From a dataset of Full USPTO retrosynthesis dataset with 1.9M reactions from patents (1976-2016). Predict the reactants needed to synthesize the given product. (1) Given the product [C:26]([O:25][C:23](=[O:24])[CH2:22][O:16][C:14]1[CH:13]=[C:8]([CH:7]=[C:6]([O:5][CH2:4][C:3]2[CH:17]=[CH:18][CH:19]=[CH:20][C:2]=2[F:1])[CH:15]=1)[C:9]([O:11][CH3:12])=[O:10])([CH3:29])([CH3:28])[CH3:27], predict the reactants needed to synthesize it. The reactants are: [F:1][C:2]1[CH:20]=[CH:19][CH:18]=[CH:17][C:3]=1[CH2:4][O:5][C:6]1[CH:7]=[C:8]([CH:13]=[C:14]([OH:16])[CH:15]=1)[C:9]([O:11][CH3:12])=[O:10].Br[CH2:22][C:23]([O:25][C:26]([CH3:29])([CH3:28])[CH3:27])=[O:24].C(=O)([O-])[O-].[K+].[K+]. (2) Given the product [O:1]1[C:5]2=[CH:6][N:7]=[C:8]([CH2:10][OH:11])[CH:9]=[C:4]2[CH2:3][CH2:2]1, predict the reactants needed to synthesize it. The reactants are: [O:1]1[C:5]2=[CH:6][N:7]=[C:8]([CH2:10][OH:11])[CH:9]=[C:4]2[CH:3]=[CH:2]1. (3) The reactants are: Br[CH2:2][C:3]1[C:12]([O:13][CH3:14])=[C:11]([N+:15]([O-:17])=[O:16])[CH:10]=[CH:9][C:4]=1[C:5](OC)=[O:6].C[CH2:19][N:20](CC)CC.CN. Given the product [CH3:14][O:13][C:12]1[C:11]([N+:15]([O-:17])=[O:16])=[CH:10][CH:9]=[C:4]2[C:3]=1[CH2:2][N:20]([CH3:19])[C:5]2=[O:6], predict the reactants needed to synthesize it. (4) Given the product [C:1]([NH:4][C@@H:5]1[C@@H:11]([OH:12])[C@H:10]([OH:13])[C@@H:9]([CH2:14][OH:15])[O:8][C@@H:6]1[O:7][CH2:16][C:17]1[CH:22]=[CH:21][CH:20]=[CH:19][CH:18]=1)(=[O:3])[CH3:2], predict the reactants needed to synthesize it. The reactants are: [C:1]([NH:4][C@@H:5]1[C@@H:11]([OH:12])[C@H:10]([OH:13])[C@@H:9]([CH2:14][OH:15])[O:8][CH:6]1[OH:7])(=[O:3])[CH3:2].[CH2:16](O)[C:17]1[CH:22]=[CH:21][CH:20]=[CH:19][CH:18]=1.